From a dataset of Forward reaction prediction with 1.9M reactions from USPTO patents (1976-2016). Predict the product of the given reaction. (1) Given the reactants C(OC([N:8]1[C:16]2[C:11](=[CH:12][C:13]([CH:17]=[O:18])=[CH:14][CH:15]=2)[CH:10]=[C:9]1[C:19]1[C:20](=[O:29])[NH:21]C2C(C=1)=CC=CC=2)=O)(C)(C)C.[CH3:30][C:31]([CH2:33][CH3:34])=[CH2:32].OP([O-])(O)=O.[Na+].Cl([O-])=[O:42].[Na+].[CH3:45][C:46](O)(C)C, predict the reaction product. The product is: [O:29]=[C:20]1[C:19]([C:9]2[NH:8][C:16]3[C:11]([CH:10]=2)=[CH:12][C:13]([C:17]([OH:18])=[O:42])=[CH:14][CH:15]=3)=[CH:30][C:31]2[C:32](=[CH:45][CH:46]=[CH:34][CH:33]=2)[NH:21]1. (2) Given the reactants [CH:1]#[C:2][CH3:3].[Br:4][C:5]1[CH:6]=[C:7](I)[C:8]([NH2:11])=[N:9][CH:10]=1.C(N(CC)CC)C, predict the reaction product. The product is: [Br:4][C:5]1[CH:6]=[C:7]([C:1]#[C:2][CH3:3])[C:8]([NH2:11])=[N:9][CH:10]=1. (3) Given the reactants C1(N[C:7]2[C:12]([CH3:13])=[C:11]([CH3:14])[N:10]=[C:9]([NH:15][CH2:16][C:17]3[CH:22]=[CH:21][CH:20]=[CH:19][N:18]=3)[N:8]=2)CCCC1.Cl.[F:24][C:25]1[CH:26]=[C:27]([NH2:31])[CH:28]=[CH:29][CH:30]=1, predict the reaction product. The product is: [F:24][C:25]1[CH:26]=[C:27]([NH:31][C:7]2[C:12]([CH3:13])=[C:11]([CH3:14])[N:10]=[C:9]([NH:15][CH2:16][C:17]3[CH:22]=[CH:21][CH:20]=[CH:19][N:18]=3)[N:8]=2)[CH:28]=[CH:29][CH:30]=1. (4) Given the reactants [CH3:1][CH2:2][Mg+].[Br-].Br[C:6]1[CH:15]=[CH:14][C:9]([C:10]([O:12][CH3:13])=[O:11])=[C:8]([CH3:16])[CH:7]=1, predict the reaction product. The product is: [CH2:1]([C:6]1[CH:15]=[CH:14][C:9]([C:10]([O:12][CH3:13])=[O:11])=[C:8]([CH3:16])[CH:7]=1)[CH3:2]. (5) The product is: [ClH:1].[ClH:37].[NH2:29][C@H:9]([CH2:8][C:5]1[CH:4]=[CH:3][C:2]([Cl:1])=[CH:7][CH:6]=1)[C:10]([N:12]1[CH2:17][CH2:16][N:15]([C:18]2[C:19]3[C@H:26]([CH3:27])[S:25][CH2:24][C:20]=3[N:21]=[CH:22][N:23]=2)[C@@H:14]([CH3:28])[CH2:13]1)=[O:11]. Given the reactants [Cl:1][C:2]1[CH:7]=[CH:6][C:5]([CH2:8][C@@H:9]([NH:29]C(=O)OC(C)(C)C)[C:10]([N:12]2[CH2:17][CH2:16][N:15]([C:18]3[C:19]4[C@H:26]([CH3:27])[S:25][CH2:24][C:20]=4[N:21]=[CH:22][N:23]=3)[C@@H:14]([CH3:28])[CH2:13]2)=[O:11])=[CH:4][CH:3]=1.[ClH:37], predict the reaction product. (6) Given the reactants [CH3:1][O:2][C:3]1[CH:8]=[CH:7][C:6]([C:9]2[C:17]3[C:16]([NH:18][C:19]4[CH:20]=[C:21]([CH2:25][C:26]([NH:28][NH2:29])=[O:27])[CH:22]=[CH:23][CH:24]=4)=[N:15][CH:14]=[N:13][C:12]=3[O:11][C:10]=2[C:30]2[CH:35]=[CH:34][CH:33]=[CH:32][CH:31]=2)=[CH:5][CH:4]=1.O.C1C[O:40][CH2:39]C1, predict the reaction product. The product is: [CH3:1][O:2][C:3]1[CH:4]=[CH:5][C:6]([C:9]2[C:17]3[C:16]([NH:18][C:19]4[CH:20]=[C:21]([CH:22]=[CH:23][CH:24]=4)[CH2:25][C:26]4[O:27][C:39](=[O:40])[NH:29][N:28]=4)=[N:15][CH:14]=[N:13][C:12]=3[O:11][C:10]=2[C:30]2[CH:35]=[CH:34][CH:33]=[CH:32][CH:31]=2)=[CH:7][CH:8]=1. (7) The product is: [CH3:31][CH:30]([N:8]1[C:7]([C:1]2[CH:6]=[CH:5][CH:4]=[CH:3][CH:2]=2)=[C:11]([C:12]2[C:17](=[O:18])[CH:16]=[CH:15][N:14]([C:19]3[CH:24]=[CH:23][CH:22]=[C:21]([C:25]([F:26])([F:27])[F:28])[CH:20]=3)[N:13]=2)[CH:10]=[N:9]1)[CH3:32]. Given the reactants [C:1]1([C:7]2[C:11]([C:12]3[C:17](=[O:18])[CH:16]=[CH:15][N:14]([C:19]4[CH:24]=[CH:23][CH:22]=[C:21]([C:25]([F:28])([F:27])[F:26])[CH:20]=4)[N:13]=3)=[CH:10][NH:9][N:8]=2)[CH:6]=[CH:5][CH:4]=[CH:3][CH:2]=1.I[CH:30]([CH3:32])[CH3:31].C([O-])([O-])=O.[K+].[K+].O, predict the reaction product. (8) Given the reactants B(F)(F)F.CSC.C[O:9][C:10]1[CH:11]=[C:12]([C:17]2[N:21]([CH2:22][C:23]#[N:24])[N:20]=[CH:19][C:18]=2[C:25]2[CH:30]=[CH:29][N:28]=[C:27]([C:31]3[CH:36]=[CH:35][C:34]([C:37](=[O:39])[CH3:38])=[CH:33][CH:32]=3)[CH:26]=2)[CH:13]=[C:14]([CH3:16])[CH:15]=1, predict the reaction product. The product is: [OH:9][C:10]1[CH:11]=[C:12]([C:17]2[N:21]([CH2:22][C:23]#[N:24])[N:20]=[CH:19][C:18]=2[C:25]2[CH:30]=[CH:29][N:28]=[C:27]([C:31]3[CH:32]=[CH:33][C:34]([C:37](=[O:39])[CH3:38])=[CH:35][CH:36]=3)[CH:26]=2)[CH:13]=[C:14]([CH3:16])[CH:15]=1. (9) Given the reactants C(OC(=O)[NH:7][C@H:8]1[CH2:12][CH2:11][N:10]([C:13]2[C:22]([Cl:23])=[C:21]3[C:16]([C:17](=[O:28])[NH:18][C:19](=[O:27])[N:20]3[CH:24]3[CH2:26][CH2:25]3)=[CH:15][C:14]=2[F:29])[CH2:9]1)(C)(C)C.[F:31][C:32]([F:37])([F:36])[C:33]([OH:35])=[O:34], predict the reaction product. The product is: [F:31][C:32]([F:37])([F:36])[C:33]([OH:35])=[O:34].[NH2:7][C@H:8]1[CH2:12][CH2:11][N:10]([C:13]2[C:22]([Cl:23])=[C:21]3[C:16]([C:17](=[O:28])[NH:18][C:19](=[O:27])[N:20]3[CH:24]3[CH2:25][CH2:26]3)=[CH:15][C:14]=2[F:29])[CH2:9]1.